This data is from Forward reaction prediction with 1.9M reactions from USPTO patents (1976-2016). The task is: Predict the product of the given reaction. (1) Given the reactants C(OC([N:8]1[CH2:12][CH2:11][C@@H:10]([NH:13][C:14]2[C:15]3[CH:36]=[CH:35][N:34]=[CH:33][C:16]=3[N:17]=[C:18]([N:20]3[CH2:25][CH2:24][O:23][CH:22]([CH2:26][C:27]4[CH:32]=[CH:31][CH:30]=[CH:29][CH:28]=4)[CH2:21]3)[N:19]=2)[CH2:9]1)=O)(C)(C)C, predict the reaction product. The product is: [CH2:26]([CH:22]1[O:23][CH2:24][CH2:25][N:20]([C:18]2[N:19]=[C:14]([NH:13][C@@H:10]3[CH2:11][CH2:12][NH:8][CH2:9]3)[C:15]3[CH:36]=[CH:35][N:34]=[CH:33][C:16]=3[N:17]=2)[CH2:21]1)[C:27]1[CH:28]=[CH:29][CH:30]=[CH:31][CH:32]=1. (2) The product is: [CH2:46]([O:48][C:49]([C:22]1[CH:21]=[C:20]([NH:19][C:14]2[N:13]=[C:12]([NH:11][C:5]3[CH:6]=[CH:7][C:8]4[O:9][CH2:10][CH2:1][O:2][C:3]=4[CH:4]=3)[C:17]([F:18])=[CH:16][N:15]=2)[CH:25]=[CH:24][CH:23]=1)=[O:50])[CH3:47]. Given the reactants [CH2:1]1[CH2:10][O:9][C:8]2[CH:7]=[CH:6][C:5]([NH:11][C:12]3[C:17]([F:18])=[CH:16][N:15]=[C:14]([NH:19][C:20]4[CH:25]=[CH:24][CH:23]=[C:22](O)[CH:21]=4)[N:13]=3)=[CH:4][C:3]=2[O:2]1.ClC1N=C(NC2C=CC3OCCOC=3C=2)C(F)=CN=1.[CH2:46]([O:48][C:49](C1C=C(C=CC=1)N)=[O:50])[CH3:47], predict the reaction product. (3) The product is: [S:3]1[C:4]([CH2:7][N:8]2[CH2:12][CH2:11][CH2:10][C:9]2=[O:13])=[CH:5][N:6]=[CH:2]1. Given the reactants N[C:2]1[S:3][C:4]([CH2:7][N:8]2[CH2:12][CH2:11][CH2:10][C:9]2=[O:13])=[CH:5][N:6]=1.C(ON=O)CC(C)C, predict the reaction product. (4) The product is: [Cl:23][C:24]1[CH:29]=[C:28]([C:30]2([C:32]([F:33])([F:34])[F:35])[CH2:31][C:14]([C:5]3[CH:6]=[CH:7][C:8]([N:9]4[CH:13]=[N:12][CH:11]=[N:10]4)=[C:3]([CH:4]=3)[C:1]#[N:2])=[N:15][CH2:16]2)[CH:27]=[C:26]([Cl:36])[N:25]=1. Given the reactants [C:1]([C:3]1[CH:4]=[C:5]([C:14](SC)=[N:15][CH2:16][Si](C)(C)C)[CH:6]=[CH:7][C:8]=1[N:9]1[CH:13]=[N:12][CH:11]=[N:10]1)#[N:2].[Cl:23][C:24]1[CH:29]=[C:28]([C:30]([C:32]([F:35])([F:34])[F:33])=[CH2:31])[CH:27]=[C:26]([Cl:36])[N:25]=1.[F-].C([N+](CCCC)(CCCC)CCCC)CCC.O, predict the reaction product. (5) Given the reactants [OH:1][C:2]1[CH:3]=[C:4]2[C:8](=[CH:9][CH:10]=1)[NH:7][N:6]=[CH:5]2.[CH3:11][C:12]([Si:15](Cl)([CH3:17])[CH3:16])([CH3:14])[CH3:13].N1C=CN=C1, predict the reaction product. The product is: [C:12]([Si:15]([CH3:17])([CH3:16])[O:1][C:2]1[CH:3]=[C:4]2[C:8](=[CH:9][CH:10]=1)[NH:7][N:6]=[CH:5]2)([CH3:14])([CH3:13])[CH3:11].